This data is from Catalyst prediction with 721,799 reactions and 888 catalyst types from USPTO. The task is: Predict which catalyst facilitates the given reaction. Reactant: [CH2:1]([N:5]1[CH2:10][CH2:9][N:8]([CH:11]([CH2:16][C:17]2[CH:22]=[CH:21][CH:20]=[CH:19][CH:18]=2)[C:12]([O:14]C)=[O:13])[C:7](=[O:23])[C:6]1=[O:24])[CH2:2][CH2:3][CH3:4].O.[OH-].[Li+].Cl. Product: [CH2:1]([N:5]1[CH2:10][CH2:9][N:8]([CH:11]([CH2:16][C:17]2[CH:18]=[CH:19][CH:20]=[CH:21][CH:22]=2)[C:12]([OH:14])=[O:13])[C:7](=[O:23])[C:6]1=[O:24])[CH2:2][CH2:3][CH3:4]. The catalyst class is: 20.